From a dataset of Forward reaction prediction with 1.9M reactions from USPTO patents (1976-2016). Predict the product of the given reaction. (1) Given the reactants Br[C:2]1[N:3]=[C:4]2[C:10]([C:11]([NH:13]C(C)C)=[O:12])=[CH:9][N:8](COCC[Si](C)(C)C)[C:5]2=[N:6][CH:7]=1.CN1C2CC(C)(C)CCC=2C([Sn](CCCC)(CCCC)CCCC)=N1, predict the reaction product. The product is: [N:3]1[CH:2]=[CH:7][N:6]=[C:5]2[NH:8][CH:9]=[C:10]([C:11]([NH2:13])=[O:12])[C:4]=12. (2) Given the reactants [CH:1]1([Mg]Br)[CH2:3][CH2:2]1.[CH:6]([N:19]1[CH2:22][C:21](=[O:23])[CH2:20]1)([C:13]1[CH:18]=[CH:17][CH:16]=[CH:15][CH:14]=1)[C:7]1[CH:12]=[CH:11][CH:10]=[CH:9][CH:8]=1.C(=O)(O)[O-].[Na+], predict the reaction product. The product is: [CH:6]([N:19]1[CH2:22][C:21]([CH:1]2[CH2:3][CH2:2]2)([OH:23])[CH2:20]1)([C:13]1[CH:18]=[CH:17][CH:16]=[CH:15][CH:14]=1)[C:7]1[CH:8]=[CH:9][CH:10]=[CH:11][CH:12]=1. (3) The product is: [Cl:13][C:14]1[CH:19]=[CH:18][C:17]([C:8]2[C:7]([O:11][CH2:34][CH2:33][O:32][CH3:31])=[N:6][CH:5]=[C:4]([CH:9]=2)[C:3]([NH:23][CH2:24][CH:25]([OH:30])[C:26]([F:29])([F:28])[F:27])=[O:12])=[CH:16][CH:15]=1. Given the reactants CO[C:3](=[O:12])[C:4]1[CH:9]=[C:8](Br)[C:7]([OH:11])=[N:6][CH:5]=1.[Cl:13][C:14]1[CH:19]=[CH:18][C:17](B(O)O)=[CH:16][CH:15]=1.[NH2:23][CH2:24][CH:25]([OH:30])[C:26]([F:29])([F:28])[F:27].[CH3:31][O:32][CH2:33][CH2:34]O, predict the reaction product. (4) The product is: [Cl:1][C:2]1[CH:3]=[C:4]([CH:7]=[C:8]([O:10][C:11]2[C:16](=[O:17])[NH:15][CH:14]=[N:13][C:12]=2[C:27]([F:28])([F:29])[F:30])[CH:9]=1)[C:5]#[N:6]. Given the reactants [Cl:1][C:2]1[CH:3]=[C:4]([CH:7]=[C:8]([O:10][C:11]2[C:16](=[O:17])[N:15](CC3C=CC(OC)=CC=3)[CH:14]=[N:13][C:12]=2[C:27]([F:30])([F:29])[F:28])[CH:9]=1)[C:5]#[N:6], predict the reaction product. (5) Given the reactants [Cl:1][C:2]1[CH:3]=[C:4]2[C:8](=[CH:9][CH:10]=1)[NH:7][C:6](=[O:11])[C:5]2=[CH:12][C:13]1[O:17][C:16]([C:18]2[CH:26]=[CH:25][C:21]([C:22](O)=[O:23])=[CH:20][C:19]=2[F:27])=[CH:15][CH:14]=1.CN(C(ON1N=NC2C=CC=CC1=2)=[N+](C)C)C.F[P-](F)(F)(F)(F)F.CCN(C(C)C)C(C)C.[CH3:61][N:62]1[CH2:68][CH2:67][CH2:66][NH:65][CH2:64][CH2:63]1, predict the reaction product. The product is: [Cl:1][C:2]1[CH:3]=[C:4]2[C:8](=[CH:9][CH:10]=1)[NH:7][C:6](=[O:11])[C:5]2=[CH:12][C:13]1[O:17][C:16]([C:18]2[CH:26]=[CH:25][C:21]([C:22]([N:65]3[CH2:66][CH2:67][CH2:68][N:62]([CH3:61])[CH2:63][CH2:64]3)=[O:23])=[CH:20][C:19]=2[F:27])=[CH:15][CH:14]=1. (6) Given the reactants C(OC(=O)[NH:10][C:11]1[C:12]([O:48][CH3:49])=[C:13]2[C:17](=[CH:18][CH:19]=1)[N:16]([C:20]([C:33]1[CH:38]=[CH:37][CH:36]=[CH:35][CH:34]=1)([C:27]1[CH:32]=[CH:31][CH:30]=[CH:29][CH:28]=1)[C:21]1[CH:26]=[CH:25][CH:24]=[CH:23][CH:22]=1)[N:15]=[C:14]2[C:39]1[S:43][C:42]2[CH:44]=[CH:45][CH:46]=[CH:47][C:41]=2[CH:40]=1)C1C=CC=CC=1, predict the reaction product. The product is: [S:43]1[C:39]([C:14]2[C:13]3[C:17](=[CH:18][CH:19]=[C:11]([NH2:10])[C:12]=3[O:48][CH3:49])[N:16]([C:20]([C:21]3[CH:22]=[CH:23][CH:24]=[CH:25][CH:26]=3)([C:27]3[CH:32]=[CH:31][CH:30]=[CH:29][CH:28]=3)[C:33]3[CH:38]=[CH:37][CH:36]=[CH:35][CH:34]=3)[N:15]=2)=[CH:40][C:41]2[CH:47]=[CH:46][CH:45]=[CH:44][C:42]1=2. (7) Given the reactants Br[C:2]1[CH:3]=[C:4]([N:11]2[CH2:16][CH2:15][O:14][CH2:13][CH2:12]2)[C:5]([O:8][CH2:9][CH3:10])=[N:6][CH:7]=1.[CH3:17][C:18]1[N:23]=[CH:22][C:21]([NH2:24])=[CH:20][C:19]=1B1OC(C)(C)C(C)(C)O1.C(=O)([O-])[O-].[Na+].[Na+], predict the reaction product. The product is: [CH2:9]([O:8][C:5]1[N:6]=[CH:7][C:2]([C:19]2[C:18]([CH3:17])=[N:23][CH:22]=[C:21]([NH2:24])[CH:20]=2)=[CH:3][C:4]=1[N:11]1[CH2:16][CH2:15][O:14][CH2:13][CH2:12]1)[CH3:10]. (8) Given the reactants [OH:1][C:2]1[CH:7]=[C:6]([CH3:8])O[C:4](=[O:9])[CH:3]=1.[CH3:10][O:11][C:12]1[CH:13]=[C:14]([CH:17]=[CH:18][CH:19]=1)[CH2:15][NH2:16], predict the reaction product. The product is: [CH3:10][O:11][C:12]1[CH:13]=[C:14]([CH:17]=[CH:18][CH:19]=1)[CH2:15][N:16]1[C:6]([CH3:8])=[CH:7][C:2]([OH:1])=[CH:3][C:4]1=[O:9]. (9) Given the reactants Br[C:2]1[N:7]2[N:8]=[C:9]([NH:11][C:12](=[O:21])[C:13]3[CH:18]=[CH:17][CH:16]=[C:15]([O:19][CH3:20])[CH:14]=3)[N:10]=[C:6]2[CH:5]=[CH:4][CH:3]=1.C([N:25]([CH:28]([CH3:30])[CH3:29])CC)(C)C, predict the reaction product. The product is: [OH:19][CH:15]1[CH2:16][CH2:29][CH:28]([NH:25][C:2]2[N:7]3[N:8]=[C:9]([NH:11][C:12](=[O:21])[C:13]4[CH:18]=[CH:17][CH:16]=[C:15]([O:19][CH3:20])[CH:14]=4)[N:10]=[C:6]3[CH:5]=[CH:4][CH:3]=2)[CH2:30][CH2:14]1.